Dataset: Catalyst prediction with 721,799 reactions and 888 catalyst types from USPTO. Task: Predict which catalyst facilitates the given reaction. (1) Reactant: Cl[C:2]1[C:11]2[C:6](=[CH:7][C:8]([O:14][CH3:15])=[C:9]([O:12][CH3:13])[CH:10]=2)[N:5]=[CH:4][C:3]=1[C:16]([NH2:18])=[O:17].[C:19](O)(=O)[CH3:20].[OH-].[Na+].C[N:26]([CH:28]=O)C. Product: [CH3:13][O:12][C:9]1[CH:10]=[C:11]2[C:6](=[CH:7][C:8]=1[O:14][CH3:15])[N:5]=[CH:4][C:3]([C:16]([NH2:18])=[O:17])=[C:2]2[NH:26][C:28]1[C:20]2[CH2:19][CH2:8][CH2:9][CH2:10][C:11]=2[CH:2]=[CH:3][CH:4]=1. The catalyst class is: 6. (2) Reactant: Br[CH2:2][CH2:3][O:4][C:5]1[CH:10]=[C:9]([S:11]([CH3:14])(=[O:13])=[O:12])[CH:8]=[C:7]([F:15])[CH:6]=1.[CH2:16]([NH:18][CH2:19][CH3:20])[CH3:17]. Product: [CH2:16]([N:18]([CH2:19][CH3:20])[CH2:2][CH2:3][O:4][C:5]1[CH:10]=[C:9]([S:11]([CH3:14])(=[O:13])=[O:12])[CH:8]=[C:7]([F:15])[CH:6]=1)[CH3:17]. The catalyst class is: 8. (3) Reactant: [CH2:1]([O:3][C:4](=[O:21])[C:5]([N:18]=[N+]=[N-])=[CH:6][C:7]1[S:8][C:9]([C:12]2[CH:17]=[CH:16][CH:15]=[CH:14][CH:13]=2)=[CH:10][CH:11]=1)[CH3:2]. Product: [CH2:1]([O:3][C:4]([C:5]1[NH:18][C:11]2[CH:10]=[C:9]([C:12]3[CH:17]=[CH:16][CH:15]=[CH:14][CH:13]=3)[S:8][C:7]=2[CH:6]=1)=[O:21])[CH3:2]. The catalyst class is: 113. (4) Reactant: [C:1]([C:5]1[S:9][C:8]([C:10]2[S:11][CH:12]=[CH:13][CH:14]=2)=[CH:7][CH:6]=1)([CH3:4])([CH3:3])[CH3:2].C(=O)=O.CC(C)=O.C([Li])CCC.[B:27](OC)([O:30]C)[O:28]C. Product: [C:1]([C:5]1[S:9][C:8]([C:10]2[S:11][C:12]([B:27]([OH:30])[OH:28])=[CH:13][CH:14]=2)=[CH:7][CH:6]=1)([CH3:4])([CH3:2])[CH3:3]. The catalyst class is: 1. (5) Reactant: [CH3:1][O:2][C:3]1[CH:16]=[CH:15][C:6]([CH2:7][N:8]2[CH2:12][CH:11]([CH3:13])[NH:10][C:9]2=[O:14])=[CH:5][CH:4]=1.[H-].[Na+].[C:19](Cl)(=[O:26])[C:20]1[CH:25]=[CH:24][CH:23]=[CH:22][CH:21]=1.Cl. Product: [C:19]([N:10]1[CH:11]([CH3:13])[CH2:12][N:8]([CH2:7][C:6]2[CH:15]=[CH:16][C:3]([O:2][CH3:1])=[CH:4][CH:5]=2)[C:9]1=[O:14])(=[O:26])[C:20]1[CH:25]=[CH:24][CH:23]=[CH:22][CH:21]=1. The catalyst class is: 9.